From a dataset of Forward reaction prediction with 1.9M reactions from USPTO patents (1976-2016). Predict the product of the given reaction. (1) Given the reactants [CH3:1][N:2]1[CH:6]=[CH:5][N:4]=[C:3]1[CH:7]1[C:12]2=[N:13][NH:14][C:15](=[O:20])[C:16]3[CH:17]=[CH:18][CH:19]=[C:10]([C:11]=32)[NH:9][CH:8]1[C:21]1[CH:28]=[CH:27][C:24]([CH:25]=O)=[CH:23][CH:22]=1.C(O)(=O)C.[NH:33]1[CH2:37][CH2:36][CH2:35][CH2:34]1.[BH3-]C#N.[Na+], predict the reaction product. The product is: [CH3:1][N:2]1[CH:6]=[CH:5][N:4]=[C:3]1[CH:7]1[C:12]2=[N:13][NH:14][C:15](=[O:20])[C:16]3[CH:17]=[CH:18][CH:19]=[C:10]([C:11]=32)[NH:9][CH:8]1[C:21]1[CH:22]=[CH:23][C:24]([CH2:25][N:33]2[CH2:37][CH2:36][CH2:35][CH2:34]2)=[CH:27][CH:28]=1. (2) The product is: [NH2:8][CH2:9][CH2:10][O:11][C:12]1[CH:21]=[C:20]([C:22]([O:24][CH3:25])=[O:23])[CH:19]=[CH:18][C:13]=1[C:14]([O:16][CH3:17])=[O:15].[C:29]([OH:35])([C:31]([F:34])([F:33])[F:32])=[O:30]. Given the reactants C(OC([NH:8][CH2:9][CH2:10][O:11][C:12]1[CH:21]=[C:20]([C:22]([O:24][CH3:25])=[O:23])[CH:19]=[CH:18][C:13]=1[C:14]([O:16][CH3:17])=[O:15])=O)(C)(C)C.C(Cl)Cl.[C:29]([OH:35])([C:31]([F:34])([F:33])[F:32])=[O:30], predict the reaction product.